From a dataset of Reaction yield outcomes from USPTO patents with 853,638 reactions. Predict the reaction yield, written as a fraction of the theoretical maximum amount of product (1.0 means a 100% yield; for example, 0.34 means a 34% yield). (1) The reactants are [CH3:1][C:2]1[S:6][C:5]([C:7]2[CH:12]=[CH:11][N:10]=[CH:9][CH:8]=2)=[N:4][C:3]=1[OH:13].[H-].[Na+].C1C=CC(N([S:23]([C:26]([F:29])([F:28])[F:27])(=[O:25])=[O:24])[S:23]([C:26]([F:29])([F:28])[F:27])(=[O:25])=[O:24])=CC=1.O. The catalyst is C1COCC1. The product is [CH3:1][C:2]1[S:6][C:5]([C:7]2[CH:12]=[CH:11][N:10]=[CH:9][CH:8]=2)=[N:4][C:3]=1[O:13][S:23]([C:26]([F:29])([F:28])[F:27])(=[O:25])=[O:24]. The yield is 0.670. (2) The reactants are C([O:3][C:4]([C:6]1[CH:7]=[N:8][N:9]([C:11]2[N:15](COCCOC)[C:14]3[CH:22]=[C:23]([O:32][C:33]([F:36])([F:35])[F:34])[C:24]([N:26]4[CH2:31][CH2:30][CH2:29][CH2:28][CH2:27]4)=[CH:25][C:13]=3[N:12]=2)[CH:10]=1)=[O:5])C.Cl. The catalyst is C(O)(=O)C. The product is [N:26]1([C:24]2[C:23]([O:32][C:33]([F:34])([F:36])[F:35])=[CH:22][C:14]3[NH:15][C:11]([N:9]4[CH:10]=[C:6]([C:4]([OH:5])=[O:3])[CH:7]=[N:8]4)=[N:12][C:13]=3[CH:25]=2)[CH2:27][CH2:28][CH2:29][CH2:30][CH2:31]1. The yield is 0.260. (3) The reactants are [CH3:1][N:2]1[C:6](=[O:7])[CH:5]=[CH:4][C:3]1=[O:8].[Br:9]Br.C(N(CC)CC)C. The catalyst is CO. The product is [CH3:1][N:2]1[C:6](=[O:7])[CH:5]=[C:4]([Br:9])[C:3]1=[O:8]. The yield is 0.890. (4) The reactants are [NH2:1][C:2]1[CH2:6][CH2:5][C@@H:4]([CH3:7])[C:3]=1[C:8]([O:10]CC)=O.C([O-])=O.[NH4+].[CH:17]([NH2:19])=O. No catalyst specified. The product is [CH3:7][C@H:4]1[C:3]2[C:8]([OH:10])=[N:19][CH:17]=[N:1][C:2]=2[CH2:6][CH2:5]1. The yield is 0.650. (5) The reactants are [C:1]([OH:11])(=O)[C@@H:2]([C:4]1[CH:9]=[CH:8][CH:7]=[CH:6][CH:5]=1)[OH:3].[CH:12]1[CH:13]=[CH:14][C:15]2N(O)N=[N:18][C:16]=2[CH:17]=1.CCN=C=NCCCN(C)C.C1(N)CCCCC1. The catalyst is CN(C=O)C.O. The product is [CH:16]1([NH:18][C:1](=[O:11])[C@H:2]([OH:3])[C:4]2[CH:5]=[CH:6][CH:7]=[CH:8][CH:9]=2)[CH2:17][CH2:12][CH2:13][CH2:14][CH2:15]1. The yield is 0.731. (6) The reactants are Br[C:2]1[CH:7]=[C:6]([Cl:8])[C:5]([CH2:9][O:10][CH:11]2[CH2:16][CH2:15][CH2:14][CH2:13][CH2:12]2)=[CH:4][C:3]=1[F:17].C([Mg]Cl)(C)C.[C:23](O[C:23]([O:25][C:26]([CH3:29])([CH3:28])[CH3:27])=[O:24])([O:25][C:26]([CH3:29])([CH3:28])[CH3:27])=[O:24]. The catalyst is O1CCCC1.C(OCC)(=O)C. The product is [Cl:8][C:6]1[C:5]([CH2:9][O:10][CH:11]2[CH2:16][CH2:15][CH2:14][CH2:13][CH2:12]2)=[CH:4][C:3]([F:17])=[C:2]([CH:7]=1)[C:23]([O:25][C:26]([CH3:29])([CH3:28])[CH3:27])=[O:24]. The yield is 0.650. (7) The reactants are [CH2:1]([NH:7][CH2:8][C@@H:9]([OH:26])[C@@H:10]([NH:18][C:19](=[O:25])[O:20][C:21]([CH3:24])([CH3:23])[CH3:22])[CH2:11][C:12]1[CH:17]=[CH:16][CH:15]=[CH:14][CH:13]=1)[CH2:2][CH2:3][CH2:4][CH:5]=[CH2:6].[CH2:27]([O:33][C:34]1[CH:39]=[C:38]([O:40][CH3:41])[CH:37]=[CH:36][C:35]=1[S:42](Cl)(=[O:44])=[O:43])[CH2:28][CH2:29][CH2:30][CH:31]=[CH2:32].N1C=CC=C[CH:47]=1. The product is [C:21]([O:20][C:19](=[O:25])[NH:18][C@H:10]([C@H:9]([OH:26])[CH2:8][N:7]([CH2:1][CH2:2][CH2:3][CH2:4][CH:5]=[CH2:6])[S:42]([C:35]1[CH:36]=[CH:37][C:38]([O:40][CH2:41][CH3:47])=[CH:39][C:34]=1[O:33][CH2:27][CH2:28][CH2:29][CH2:30][CH:31]=[CH2:32])(=[O:44])=[O:43])[CH2:11][C:12]1[CH:13]=[CH:14][CH:15]=[CH:16][CH:17]=1)([CH3:22])([CH3:24])[CH3:23]. The yield is 0.840. No catalyst specified. (8) The reactants are [Cl:1][C:2]1[C:3]([CH3:14])=[C:4]([Cl:13])[C:5]2[O:10][CH2:9][C:8](=[O:11])[NH:7][C:6]=2[CH:12]=1.C([O-])([O-])=O.[Cs+].[Cs+].[Cl:21][CH2:22][CH2:23][CH2:24]I. The catalyst is CCCCCCC.CCOC(C)=O. The product is [Cl:1][C:2]1[C:3]([CH3:14])=[C:4]([Cl:13])[C:5]2[O:10][CH2:9][C:8](=[O:11])[N:7]([CH2:24][CH2:23][CH2:22][Cl:21])[C:6]=2[CH:12]=1. The yield is 0.790. (9) The reactants are [CH3:1][C:2]1[CH:11]=[CH:10][C:9]2[C:4](=[CH:5][CH:6]=[CH:7][C:8]=2[N:12]2[CH2:17][CH2:16][N:15]([CH2:18][CH2:19][C:20]3[CH:21]=[C:22]([N:26]4[CH2:30][CH2:29][NH:28][C:27]4=[O:31])[CH:23]=[CH:24][CH:25]=3)[CH2:14][CH2:13]2)[N:3]=1.[CH3:32]I.[H-].[Na+]. The catalyst is C1COCC1. The product is [CH3:32][N:28]1[CH2:29][CH2:30][N:26]([C:22]2[CH:23]=[CH:24][CH:25]=[C:20]([CH2:19][CH2:18][N:15]3[CH2:16][CH2:17][N:12]([C:8]4[CH:7]=[CH:6][CH:5]=[C:4]5[C:9]=4[CH:10]=[CH:11][C:2]([CH3:1])=[N:3]5)[CH2:13][CH2:14]3)[CH:21]=2)[C:27]1=[O:31]. The yield is 0.450. (10) The reactants are [CH:1]1([O:5][C:6]2[C:15]([C:16]3[CH:20]=[N:19][N:18]4[CH2:21][CH2:22][N:23](C(OC(C)(C)C)=O)[C:17]=34)=[CH:14][CH:13]=[C:12]3[C:7]=2[CH2:8][CH2:9][C@H:10]([CH3:36])[N:11]3[C:31]([CH:33]2[CH2:35][CH2:34]2)=[O:32])[CH2:4][CH2:3][CH2:2]1.FC(F)(F)C(O)=O. The catalyst is ClCCl. The product is [CH:1]1([O:5][C:6]2[C:15]([C:16]3[CH:20]=[N:19][N:18]4[CH2:21][CH2:22][NH:23][C:17]=34)=[CH:14][CH:13]=[C:12]3[C:7]=2[CH2:8][CH2:9][C@H:10]([CH3:36])[N:11]3[C:31]([CH:33]2[CH2:34][CH2:35]2)=[O:32])[CH2:4][CH2:3][CH2:2]1. The yield is 0.200.